This data is from Catalyst prediction with 721,799 reactions and 888 catalyst types from USPTO. The task is: Predict which catalyst facilitates the given reaction. (1) Reactant: [NH2:1][C:2]1[N:3]=[CH:4][C:5]([C:8]([O:10][CH2:11][CH3:12])=[O:9])=[N:6][CH:7]=1.C1C(=O)N([Br:20])C(=O)C1. Product: [NH2:1][C:2]1[N:3]=[CH:4][C:5]([C:8]([O:10][CH2:11][CH3:12])=[O:9])=[N:6][C:7]=1[Br:20]. The catalyst class is: 290. (2) Reactant: [NH2:1][CH2:2][CH2:3][N:4]([CH2:14][C:15]([N:17]1[CH2:21][C:20](=[O:22])[N:19]([C:23]2[CH:28]=[CH:27][CH:26]=[C:25]([Cl:29])[C:24]=2[CH3:30])[CH2:18]1)=[O:16])[C:5](=[O:13])[C:6]1[CH:11]=[CH:10][CH:9]=[C:8]([Cl:12])[CH:7]=1.[CH3:31][S:32](Cl)(=[O:34])=[O:33]. Product: [Cl:12][C:8]1[CH:7]=[C:6]([CH:11]=[CH:10][CH:9]=1)[C:5]([N:4]([CH2:14][C:15]([N:17]1[CH2:21][C:20](=[O:22])[N:19]([C:23]2[CH:28]=[CH:27][CH:26]=[C:25]([Cl:29])[C:24]=2[CH3:30])[CH2:18]1)=[O:16])[CH2:3][CH2:2][NH:1][S:32]([CH3:31])(=[O:34])=[O:33])=[O:13]. The catalyst class is: 1. (3) Product: [N:1]1[CH:6]=[CH:5][CH:4]=[C:3]([C:7]2[CH:11]=[C:10]([C:12]([F:15])([F:13])[F:14])[N:9]([C:16]3[N:21]=[N:20][C:19]([NH2:22])=[CH:18][CH:17]=3)[N:8]=2)[CH:2]=1.[F:32][C:33]1[N:38]=[CH:37][C:36]([C:39]2[CH:40]=[C:41]([CH:45]=[CH:46][CH:47]=2)[C:42]([NH:22][C:19]2[N:20]=[N:21][C:16]([N:9]3[C:10]([C:12]([F:15])([F:13])[F:14])=[CH:11][C:7]([C:3]4[CH:2]=[N:1][CH:6]=[CH:5][CH:4]=4)=[N:8]3)=[CH:17][CH:18]=2)=[O:43])=[CH:35][CH:34]=1. Reactant: [N:1]1[CH:6]=[CH:5][CH:4]=[C:3]([C:7]2[CH:11]=[C:10]([C:12]([F:15])([F:14])[F:13])[N:9]([C:16]3[N:21]=[N:20][C:19]([NH2:22])=[CH:18][CH:17]=3)[N:8]=2)[CH:2]=1.C(N(CC)C(C)C)(C)C.[F:32][C:33]1[N:38]=[CH:37][C:36]([C:39]2[CH:40]=[C:41]([CH:45]=[CH:46][CH:47]=2)[C:42](Cl)=[O:43])=[CH:35][CH:34]=1.C(=O)(O)[O-].[Na+]. The catalyst class is: 7. (4) Reactant: [CH3:1][C:2]1[CH:11]=[CH:10][C:9]2[C:4](=[CH:5][CH:6]=[CH:7][C:8]=2[C:12]#[C:13][Si](C)(C)C)[N:3]=1.C([O-])([O-])=O.[K+].[K+]. Product: [C:12]([C:8]1[CH:7]=[CH:6][CH:5]=[C:4]2[C:9]=1[CH:10]=[CH:11][C:2]([CH3:1])=[N:3]2)#[CH:13]. The catalyst class is: 5. (5) Reactant: C(OC(=O)[N:7]([CH2:14][CH:15]([N:17]1[CH2:22][CH2:21][N:20]([C:23]2[C:32]3[O:31][CH2:30][CH2:29][O:28][C:27]=3[CH:26]=[CH:25][CH:24]=2)[CH2:19][CH2:18]1)[CH3:16])[C:8]1[CH:13]=[CH:12][CH:11]=[CH:10][N:9]=1)(C)(C)C.Cl. Product: [O:28]1[C:27]2[CH:26]=[CH:25][CH:24]=[C:23]([N:20]3[CH2:21][CH2:22][N:17]([CH:15]([CH3:16])[CH2:14][NH:7][C:8]4[CH:13]=[CH:12][CH:11]=[CH:10][N:9]=4)[CH2:18][CH2:19]3)[C:32]=2[O:31][CH2:30][CH2:29]1. The catalyst class is: 8. (6) Reactant: [Br:1][C:2]1[CH:7]=[CH:6][C:5]([C:8]2(O)[CH2:11][CH:10]([C:12]([OH:14])=[O:13])[CH2:9]2)=[CH:4][C:3]=1[F:16].C([SiH](CC)CC)C. Product: [Br:1][C:2]1[CH:7]=[CH:6][C:5]([CH:8]2[CH2:11][CH:10]([C:12]([OH:14])=[O:13])[CH2:9]2)=[CH:4][C:3]=1[F:16]. The catalyst class is: 55.